This data is from Catalyst prediction with 721,799 reactions and 888 catalyst types from USPTO. The task is: Predict which catalyst facilitates the given reaction. (1) Product: [C:12]([Si:16]([CH3:31])([CH3:30])[O:17][CH2:18][CH2:19][O:20][C:21]1[CH:28]=[CH:27][C:26]([Cl:29])=[CH:25][C:22]=1/[CH:23]=[C:8](/[C:5]1[CH:6]=[CH:7][C:2]([Cl:1])=[CH:3][C:4]=1[F:11])\[C:9]#[N:10])([CH3:15])([CH3:14])[CH3:13]. The catalyst class is: 5. Reactant: [Cl:1][C:2]1[CH:7]=[CH:6][C:5]([CH2:8][C:9]#[N:10])=[C:4]([F:11])[CH:3]=1.[C:12]([Si:16]([CH3:31])([CH3:30])[O:17][CH2:18][CH2:19][O:20][C:21]1[CH:28]=[CH:27][C:26]([Cl:29])=[CH:25][C:22]=1[CH:23]=O)([CH3:15])([CH3:14])[CH3:13].C[O-].[Na+]. (2) Reactant: [CH2:1]([O:3][C:4](=[O:33])[CH2:5][C:6]1[CH:7]=[N:8][CH:9]=[C:10]([C:12]2[CH:17]=[CH:16][C:15]([C:18]([F:21])([F:20])[F:19])=[CH:14][C:13]=2[CH2:22][N:23](C(OC(C)(C)C)=O)[CH2:24][CH3:25])[CH:11]=1)[CH3:2].[ClH:34]. Product: [ClH:34].[ClH:34].[CH2:1]([O:3][C:4](=[O:33])[CH2:5][C:6]1[CH:7]=[N:8][CH:9]=[C:10]([C:12]2[CH:17]=[CH:16][C:15]([C:18]([F:20])([F:19])[F:21])=[CH:14][C:13]=2[CH2:22][NH:23][CH2:24][CH3:25])[CH:11]=1)[CH3:2]. The catalyst class is: 817. (3) Reactant: [CH3:1][O:2][C:3]1[CH:4]=[N:5][CH:6]=[CH:7][C:8]=1[C:9]1[C:10]2[CH:17]=[C:16]([CH2:18][O:19][C:20]3[CH:25]=[CH:24][C:23]([C@@H:26]([C:33]#[C:34][CH3:35])[CH2:27][C:28]([O:30]CC)=[O:29])=[CH:22][CH:21]=3)[CH:15]=[CH:14][C:11]=2[S:12][CH:13]=1.[Li+].[OH-].Cl. Product: [CH3:1][O:2][C:3]1[CH:4]=[N:5][CH:6]=[CH:7][C:8]=1[C:9]1[C:10]2[CH:17]=[C:16]([CH2:18][O:19][C:20]3[CH:25]=[CH:24][C:23]([C@@H:26]([C:33]#[C:34][CH3:35])[CH2:27][C:28]([OH:30])=[O:29])=[CH:22][CH:21]=3)[CH:15]=[CH:14][C:11]=2[S:12][CH:13]=1. The catalyst class is: 14.